Dataset: Full USPTO retrosynthesis dataset with 1.9M reactions from patents (1976-2016). Task: Predict the reactants needed to synthesize the given product. Given the product [OH:2][C:1]1[CH:3]=[C:4]2[C:6]([C:16](=[O:17])[CH2:15][CH:14]([C:13]3[CH:19]=[CH:20][C:21]([OH:22])=[C:11]([O:10][CH3:9])[CH:12]=3)[O:5]2)=[CH:7][CH:8]=1, predict the reactants needed to synthesize it. The reactants are: [C:1]1([CH:8]=[CH:7][CH:6]=[C:4]([OH:5])[CH:3]=1)[OH:2].[CH3:9][O:10][C:11]1[CH:12]=[C:13]([CH:19]=[CH:20][C:21]=1[OH:22])[CH:14]=[CH:15][C:16](O)=[O:17].OS(O)(=O)=O.